Predict which catalyst facilitates the given reaction. From a dataset of Catalyst prediction with 721,799 reactions and 888 catalyst types from USPTO. (1) Reactant: C1(C)C=CC(S(Cl)(=O)=O)=CC=1.[C:12]([OH:20])(=[O:19])[C:13]1[CH:18]=[CH:17][CH:16]=[CH:15][CH:14]=1.CN1C=CN=C1.O[C@H:28]1[CH2:33][CH2:32][C@H:31]([CH2:34][C:35]#[N:36])[CH2:30][CH2:29]1. Product: [C:35]([CH2:34][C@H:31]1[CH2:32][CH2:33][C@H:28]([O:19][C:12](=[O:20])[C:13]2[CH:18]=[CH:17][CH:16]=[CH:15][CH:14]=2)[CH2:29][CH2:30]1)#[N:36]. The catalyst class is: 10. (2) Reactant: [H-].[Na+].[F:3][C:4]1[C:9]([C:10]2[CH:15]=[CH:14][CH:13]=[CH:12][C:11]=2[CH:16]2[CH2:21][CH2:20][CH:19]([CH2:22][CH2:23][CH3:24])[CH2:18][CH2:17]2)=[CH:8][CH:7]=[CH:6][C:5]=1[OH:25].[CH3:26][O:27][CH2:28]Cl. Product: [F:3][C:4]1[C:9]([C:10]2[CH:15]=[CH:14][CH:13]=[CH:12][C:11]=2[CH:16]2[CH2:17][CH2:18][CH:19]([CH2:22][CH2:23][CH3:24])[CH2:20][CH2:21]2)=[CH:8][CH:7]=[CH:6][C:5]=1[O:25][CH2:26][O:27][CH3:28]. The catalyst class is: 20. (3) Reactant: CCN(C(C)C)C(C)C.CCN=C=NCCCN(C)C.C1C=CC2N(O)N=NC=2C=1.FC(F)(F)C(O)=O.[Cl:38][CH2:39][CH2:40][CH2:41]/[C:42](=[CH:46]\[C:47]1[CH:52]=[CH:51][C:50]([N:53]2[CH:57]=[C:56]([CH3:58])[N:55]=[CH:54]2)=[C:49]([F:59])[CH:48]=1)/[C:43]([OH:45])=O.Cl.[NH2:61][C@H:62]([C:66]1[CH:71]=[C:70]([F:72])[C:69]([F:73])=[C:68]([F:74])[CH:67]=1)[C@H:63]([OH:65])[CH3:64]. Product: [OH:65][C@H:63]([CH3:64])[C@H:62]([NH:61][C:43](=[O:45])/[C:42](=[CH:46]/[C:47]1[CH:52]=[CH:51][C:50]([N:53]2[CH:57]=[C:56]([CH3:58])[N:55]=[CH:54]2)=[C:49]([F:59])[CH:48]=1)/[CH2:41][CH2:40][CH2:39][Cl:38])[C:66]1[CH:67]=[C:68]([F:74])[C:69]([F:73])=[C:70]([F:72])[CH:71]=1. The catalyst class is: 39. (4) Reactant: [Cl:1][C:2]1[CH:3]=[CH:4][C:5]([OH:16])=[C:6]([C:8]2[CH:13]=[CH:12][N:11]=[C:10]([CH:14]=[O:15])[CH:9]=2)[CH:7]=1.[S:17]1[CH:21]=[C:20]([N:22]([S:30]([C:33]2[CH:38]=[C:37]([F:39])[C:36](F)=[CH:35][C:34]=2[F:41])(=[O:32])=[O:31])[C:23](=[O:29])[O:24][C:25]([CH3:28])([CH3:27])[CH3:26])[N:19]=[CH:18]1.C(=O)([O-])[O-].[K+].[K+].O. Product: [Cl:1][C:2]1[CH:3]=[CH:4][C:5]([O:16][C:36]2[C:37]([F:39])=[CH:38][C:33]([S:30]([N:22]([C:20]3[N:19]=[CH:18][S:17][CH:21]=3)[C:23](=[O:29])[O:24][C:25]([CH3:28])([CH3:27])[CH3:26])(=[O:32])=[O:31])=[C:34]([F:41])[CH:35]=2)=[C:6]([C:8]2[CH:13]=[CH:12][N:11]=[C:10]([CH:14]=[O:15])[CH:9]=2)[CH:7]=1. The catalyst class is: 16. (5) Reactant: [CH3:1][O:2][C:3]1[CH:24]=[CH:23][C:6]([CH2:7][O:8][C:9]2[CH:14]=[CH:13][C:12]([C:15]3[C:19](C(O)=O)=[CH:18][O:17][N:16]=3)=[CH:11][CH:10]=2)=[CH:5][CH:4]=1.C1(P(N=[N+]=[N-])(C2C=CC=CC=2)=[O:32])C=CC=CC=1.C([N:44]([CH2:47]C)CC)C.[C:49]([OH:53])([CH3:52])([CH3:51])[CH3:50]. Product: [C:49]([O:53][C:47](=[O:32])[NH:44][C:19]1[C:15]([C:12]2[CH:11]=[CH:10][C:9]([O:8][CH2:7][C:6]3[CH:5]=[CH:4][C:3]([O:2][CH3:1])=[CH:24][CH:23]=3)=[CH:14][CH:13]=2)=[N:16][O:17][CH:18]=1)([CH3:52])([CH3:51])[CH3:50]. The catalyst class is: 3. (6) Product: [OH:24][CH2:23][C:8]1[S:7][C:15]2[CH2:14][CH2:13][N:12]([C:16]([O:18][C:19]([CH3:22])([CH3:21])[CH3:20])=[O:17])[CH2:11][C:10]=2[CH:9]=1. The catalyst class is: 7. Reactant: [H-].[Al+3].[Li+].[H-].[H-].[H-].[S:7]1[C:15]2[CH2:14][CH2:13][N:12]([C:16]([O:18][C:19]([CH3:22])([CH3:21])[CH3:20])=[O:17])[CH2:11][C:10]=2[CH:9]=[C:8]1[C:23](OCC)=[O:24].C(OCC)(=O)C.CCCCCC.